Dataset: Reaction yield outcomes from USPTO patents with 853,638 reactions. Task: Predict the reaction yield, written as a fraction of the theoretical maximum amount of product (1.0 means a 100% yield; for example, 0.34 means a 34% yield). (1) The reactants are [CH:1]1([CH2:7][N:8]2[CH:12]=[CH:11][CH:10]=[N:9]2)[CH2:6][CH2:5][CH2:4][CH2:3][CH2:2]1.C([Li])CCC.CN(C)[CH:20]=[O:21]. The catalyst is O1CCCC1. The product is [CH:1]1([CH2:7][N:8]2[C:12]([CH:20]=[O:21])=[CH:11][CH:10]=[N:9]2)[CH2:2][CH2:3][CH2:4][CH2:5][CH2:6]1. The yield is 0.680. (2) The reactants are [CH2:1]1[O:9][C:8]2[CH:7]=[CH:6][C:5](B(O)O)=[CH:4][C:3]=2[O:2]1.Br[C:14]1[CH:15]=[C:16]([CH:18]=[CH:19][CH:20]=1)[NH2:17].C([O-])([O-])=O.[Na+].[Na+]. The catalyst is COCCOC.C1C=CC([P]([Pd]([P](C2C=CC=CC=2)(C2C=CC=CC=2)C2C=CC=CC=2)([P](C2C=CC=CC=2)(C2C=CC=CC=2)C2C=CC=CC=2)[P](C2C=CC=CC=2)(C2C=CC=CC=2)C2C=CC=CC=2)(C2C=CC=CC=2)C2C=CC=CC=2)=CC=1. The product is [O:9]1[C:8]2[CH:7]=[CH:6][C:5]([C:14]3[CH:15]=[C:16]([NH2:17])[CH:18]=[CH:19][CH:20]=3)=[CH:4][C:3]=2[O:2][CH2:1]1. The yield is 0.580. (3) The reactants are O[C:2]1[C:11]2[C:6](=[CH:7][C:8]([O:20][CH3:21])=[C:9]([O:12][CH2:13][CH2:14][CH2:15][S:16]([CH3:19])(=[O:18])=[O:17])[CH:10]=2)[N:5]=[CH:4][N:3]=1.O=P(Cl)(Cl)[Cl:24]. No catalyst specified. The product is [Cl:24][C:2]1[C:11]2[C:6](=[CH:7][C:8]([O:20][CH3:21])=[C:9]([O:12][CH2:13][CH2:14][CH2:15][S:16]([CH3:19])(=[O:18])=[O:17])[CH:10]=2)[N:5]=[CH:4][N:3]=1. The yield is 0.650. (4) The reactants are [N:1]([CH2:4][CH2:5][O:6][C@@H:7]([C:21]1[CH:26]=[CH:25][CH:24]=[C:23]([Cl:27])[CH:22]=1)[C@@H:8]1[CH2:13][CH2:12][CH2:11][N:10]([C:14]([O:16][C:17]([CH3:20])([CH3:19])[CH3:18])=[O:15])[CH2:9]1)=[N+]=[N-].C1(P(C2C=CC=CC=2)C2C=CC=CC=2)C=CC=CC=1. The catalyst is C1COCC1.O. The product is [NH2:1][CH2:4][CH2:5][O:6][C@@H:7]([C:21]1[CH:26]=[CH:25][CH:24]=[C:23]([Cl:27])[CH:22]=1)[C@@H:8]1[CH2:13][CH2:12][CH2:11][N:10]([C:14]([O:16][C:17]([CH3:20])([CH3:18])[CH3:19])=[O:15])[CH2:9]1. The yield is 0.750. (5) The reactants are [CH3:1][O:2][C:3](=[O:41])[C:4]1[CH:9]=[CH:8][C:7]([NH:10][C:11]([C@H:13]2[C@H:17]([C:18]3[CH:23]=[CH:22][CH:21]=[C:20]([Cl:24])[C:19]=3[F:25])[C@:16]([C:28]3[CH:33]=[CH:32][C:31]([Cl:34])=[CH:30][C:29]=3[F:35])([C:26]#[N:27])[C@H:15]([CH2:36][C:37]([CH3:40])([CH3:39])[CH3:38])[NH:14]2)=[O:12])=[CH:6][CH:5]=1.[CH:42](=O)[CH3:43].C(O[BH-](OC(=O)C)OC(=O)C)(=O)C.[Na+]. The catalyst is C(O)(=O)C.C(OCC)(=O)C. The product is [CH3:1][O:2][C:3](=[O:41])[C:4]1[CH:9]=[CH:8][C:7]([NH:10][C:11]([C@H:13]2[C@H:17]([C:18]3[CH:23]=[CH:22][CH:21]=[C:20]([Cl:24])[C:19]=3[F:25])[C@:16]([C:28]3[CH:33]=[CH:32][C:31]([Cl:34])=[CH:30][C:29]=3[F:35])([C:26]#[N:27])[C@H:15]([CH2:36][C:37]([CH3:38])([CH3:40])[CH3:39])[N:14]2[CH2:42][CH3:43])=[O:12])=[CH:6][CH:5]=1. The yield is 0.565. (6) The reactants are [O:1]1[C:5]2[CH:6]=[CH:7][CH:8]=[CH:9][C:4]=2[NH:3][C:2]1=[C:10]([C:33]#[N:34])[C:11]1[C:16]([CH3:17])=[CH:15][N:14]=[C:13]([NH:18][CH2:19][CH:20]2[CH2:25][CH2:24][N:23](C(OC(C)(C)C)=O)[CH2:22][CH2:21]2)[N:12]=1.C(O)(C(F)(F)F)=O.CCOCC. The catalyst is C(Cl)Cl. The product is [O:1]1[C:5]2[CH:6]=[CH:7][CH:8]=[CH:9][C:4]=2[NH:3][C:2]1=[C:10]([C:11]1[C:16]([CH3:17])=[CH:15][N:14]=[C:13]([NH:18][CH2:19][CH:20]2[CH2:21][CH2:22][NH:23][CH2:24][CH2:25]2)[N:12]=1)[C:33]#[N:34]. The yield is 0.940.